From a dataset of Ames mutagenicity test results for genotoxicity prediction. Regression/Classification. Given a drug SMILES string, predict its toxicity properties. Task type varies by dataset: regression for continuous values (e.g., LD50, hERG inhibition percentage) or binary classification for toxic/non-toxic outcomes (e.g., AMES mutagenicity, cardiotoxicity, hepatotoxicity). Dataset: ames. (1) The compound is O=C1OCC(CBr)=C1Cl. The result is 1 (mutagenic). (2) The drug is CC(=O)OCc1c2ccccc2c(C)c2ccccc12. The result is 1 (mutagenic). (3) The drug is NC(CCCCNC=CC=O)C(=O)O. The result is 1 (mutagenic). (4) The result is 0 (non-mutagenic). The drug is Clc1cccc(Br)c1. (5) The compound is O=C(CCCN1CCN(c2ccccn2)CC1)c1ccc(F)cc1. The result is 0 (non-mutagenic). (6) The compound is O=[N+]([O-])c1c2ccccc2c([N+](=O)[O-])c2ccccc12. The result is 0 (non-mutagenic). (7) The result is 0 (non-mutagenic). The compound is c1ccc2[nH]cnc2c1.